From a dataset of Catalyst prediction with 721,799 reactions and 888 catalyst types from USPTO. Predict which catalyst facilitates the given reaction. Reactant: I[C:2]1[CH:3]=[C:4]([N:8]2[N:12]=[N:11][C:10]([CH2:13][N:14]3[C:23]4[N:19]([C:20]([C:24]5[CH:29]=[CH:28][N:27]=[CH:26][CH:25]=5)=[N:21][N:22]=4)[CH2:18][CH2:17][CH2:16][CH2:15]3)=[N:9]2)[CH:5]=[CH:6][CH:7]=1.[CH3:30][N:31](C=O)C. Product: [N:27]1[CH:28]=[CH:29][C:24]([C:20]2[N:19]3[C:23]([N:14]([CH2:13][C:10]4[N:11]=[N:12][N:8]([C:4]5[CH:3]=[C:2]([CH:7]=[CH:6][CH:5]=5)[C:30]#[N:31])[N:9]=4)[CH2:15][CH2:16][CH2:17][CH2:18]3)=[N:22][N:21]=2)=[CH:25][CH:26]=1. The catalyst class is: 507.